Task: Predict the reactants needed to synthesize the given product.. Dataset: Full USPTO retrosynthesis dataset with 1.9M reactions from patents (1976-2016) (1) The reactants are: [Cl:1][C:2]1[CH:26]=[C:25]([C:27]([F:30])([F:29])[F:28])[CH:24]=[CH:23][C:3]=1[O:4][C:5]1[CH:10]=[CH:9][C:8](/[CH:11]=[C:12]2\[NH:13][C:14](=[O:20])[N:15]([CH2:18][CH3:19])[C:16]\2=[NH:17])=[CH:7][C:6]=1[O:21][CH3:22].[C:31](=O)([O-])[O-].[K+].[K+].IC.O. Given the product [Cl:1][C:2]1[CH:26]=[C:25]([C:27]([F:28])([F:29])[F:30])[CH:24]=[CH:23][C:3]=1[O:4][C:5]1[CH:10]=[CH:9][C:8](/[CH:11]=[C:12]2\[N:13]([CH3:31])[C:14](=[O:20])[N:15]([CH2:18][CH3:19])[C:16]\2=[NH:17])=[CH:7][C:6]=1[O:21][CH3:22], predict the reactants needed to synthesize it. (2) Given the product [CH2:1]([O:36][C@H:37]([CH2:52][CH2:53][CH2:54][CH2:55][CH2:56][CH2:57][CH2:58][CH2:59][CH2:60][CH2:61][CH2:62][CH:63]([CH3:65])[CH3:64])[CH2:38][C:39]([O:41][CH2:42][C:43]([C:45]1[CH:46]=[CH:47][C:48]([Br:51])=[CH:49][CH:50]=1)=[O:44])=[O:40])[C:2]1[CH:7]=[CH:6][CH:5]=[CH:4][CH:3]=1, predict the reactants needed to synthesize it. The reactants are: [CH2:1](O[C@H](CCCCCCCCCC(C)C)CC(OC[C:1]([C:2]1[CH:7]=[CH:6][C:5](Br)=[CH:4][CH:3]=1)=O)=O)[C:2]1[CH:7]=[CH:6][CH:5]=[CH:4][CH:3]=1.[OH:36][C@H:37]([CH2:52][CH2:53][CH2:54][CH2:55][CH2:56][CH2:57][CH2:58][CH2:59][CH2:60][CH2:61][CH2:62][CH:63]([CH3:65])[CH3:64])[CH2:38][C:39]([O:41][CH2:42][C:43]([C:45]1[CH:50]=[CH:49][C:48]([Br:51])=[CH:47][CH:46]=1)=[O:44])=[O:40]. (3) Given the product [N:48]1([CH2:47][CH2:5][O:6][C:7]2[CH:12]=[CH:11][C:10]([C:13]3[CH:14]=[C:15]4[C:25]5[C:20](=[CH:21][N:22]=[C:23]([C:26]6[CH:27]=[N:28][CH:29]=[CH:30][CH:31]=6)[CH:24]=5)[NH:19][C:16]4=[N:17][CH:18]=3)=[CH:9][CH:8]=2)[CH:52]=[CH:51][N:50]=[CH:49]1, predict the reactants needed to synthesize it. The reactants are: CN(C)CC[CH2:5][O:6][C:7]1[CH:12]=[CH:11][C:10]([C:13]2[CH:14]=[C:15]3[C:25]4[C:20](=[CH:21][N:22]=[C:23]([C:26]5[CH:27]=[N:28][CH:29]=[CH:30][CH:31]=5)[CH:24]=4)[NH:19][C:16]3=[N:17][CH:18]=2)=[CH:9][CH:8]=1.CC1(C)C(C)(C)OB(C2C=CC(OC[CH2:47][N:48]3[CH:52]=[CH:51][N:50]=[CH:49]3)=CC=2)O1.BrC1C=C2C3C(=CN=C(C4C=NC=CC=4)C=3)NC2=NC=1.